This data is from Forward reaction prediction with 1.9M reactions from USPTO patents (1976-2016). The task is: Predict the product of the given reaction. (1) The product is: [Cl:1][C:49]1[C:48]([CH2:24][CH2:25][OH:27])=[CH:50][CH:46]=[CH:45][C:43]=1[CH2:44][N:20]1[CH2:19][CH2:18][C:16]2([O:15][CH2:14][CH2:13][N:12]([C:10]([C:8]3[N:9]=[C:5]([CH:2]([CH3:4])[CH3:3])[S:6][CH:7]=3)=[O:11])[CH2:17]2)[CH2:22][CH2:21]1. Given the reactants [ClH:1].[CH:2]([C:5]1[S:6][CH:7]=[C:8]([C:10]([N:12]2[CH2:17][C:16]3([CH2:22][CH2:21][NH:20][CH2:19][CH2:18]3)[O:15][CH2:14][CH2:13]2)=[O:11])[N:9]=1)([CH3:4])[CH3:3].F[C:24](F)(F)[C:25]([OH:27])=O.C(C1SC=C(C(N2[CH2:44][C:43]3([CH2:49][CH2:48]N[CH2:46][CH2:45]3)OCC2)=O)N=1)C.[CH3:50]C1CCCO1, predict the reaction product. (2) Given the reactants Br[C:2]1[CH:3]=[N:4][C:5]([O:8][CH3:9])=[N:6][CH:7]=1.[CH3:10][N:11](C=O)C, predict the reaction product. The product is: [CH3:9][O:8][C:5]1[N:4]=[CH:3][C:2]([C:10]#[N:11])=[CH:7][N:6]=1. (3) The product is: [CH3:42][N:43]([CH3:48])[CH2:44][CH2:45][N:46]([CH3:47])[C:14]([C:12]1[O:13][C:9]([C:6]2[CH:7]=[CH:8][C:3]([Cl:2])=[C:4]([OH:23])[CH:5]=2)=[C:10]([C:17]2[CH:22]=[CH:21][N:20]=[CH:19][CH:18]=2)[CH:11]=1)=[O:15]. Given the reactants Cl.[Cl:2][C:3]1[CH:8]=[CH:7][C:6]([C:9]2[O:13][C:12]([C:14](O)=[O:15])=[CH:11][C:10]=2[C:17]2[CH:22]=[CH:21][N:20]=[CH:19][CH:18]=2)=[CH:5][C:4]=1[OH:23].O.ON1C2C=CC=CC=2N=N1.C(N(CC)CC)C.[CH3:42][N:43]([CH3:48])[CH2:44][CH2:45][NH:46][CH3:47], predict the reaction product.